This data is from Forward reaction prediction with 1.9M reactions from USPTO patents (1976-2016). The task is: Predict the product of the given reaction. Given the reactants [CH3:1][C:2]1([CH3:9])[S:7][CH2:6][CH2:5][NH:4][C:3]1=O.B.CSC.[C:14](O[C:14]([O:16][C:17]([CH3:20])([CH3:19])[CH3:18])=[O:15])([O:16][C:17]([CH3:20])([CH3:19])[CH3:18])=[O:15], predict the reaction product. The product is: [CH3:1][C:2]1([CH3:9])[S:7][CH2:6][CH2:5][N:4]([C:14]([O:16][C:17]([CH3:20])([CH3:19])[CH3:18])=[O:15])[CH2:3]1.